Regression/Classification. Given a drug SMILES string, predict its absorption, distribution, metabolism, or excretion properties. Task type varies by dataset: regression for continuous measurements (e.g., permeability, clearance, half-life) or binary classification for categorical outcomes (e.g., BBB penetration, CYP inhibition). Dataset: cyp1a2_veith. From a dataset of CYP1A2 inhibition data for predicting drug metabolism from PubChem BioAssay. (1) The molecule is COc1ccc(COC(=O)N/N=C2/C[C@@H](O)[C@@H](O)[C@H]3[C@@H]2CC[C@@H]2C(=O)N([C@@H](C)c4ccccc4)C(=O)[C@H]23)cc1. The result is 0 (non-inhibitor). (2) The molecule is O=C(O)c1ccccc1Nc1cccc(C(F)(F)F)c1. The result is 1 (inhibitor). (3) The drug is CC[C@@H]1OC(=O)[C@H](C)[C@H](O[C@@H]2C[C@](C)(OC)[C@H](O)[C@H](C)O2)[C@H](C)[C@H](O[C@@H]2O[C@@H](C)C[C@@H](N(C)C)[C@@H]2O)[C@](C)(O)C[C@H](C)[C@@H]2N[C@H](COCCOC)O[C@H]([C@@H]2C)[C@]1(C)O. The result is 0 (non-inhibitor). (4) The drug is N[C@H](Cc1cccc(-c2ccccc2CP(=O)(O)O)c1)C(=O)O. The result is 0 (non-inhibitor). (5) The compound is Cc1cc(C)n2c(SCC(=O)N(C)C3CCS(=O)(=O)C3)nnc2n1. The result is 0 (non-inhibitor).